From a dataset of Reaction yield outcomes from USPTO patents with 853,638 reactions. Predict the reaction yield, written as a fraction of the theoretical maximum amount of product (1.0 means a 100% yield; for example, 0.34 means a 34% yield). The reactants are [Cl:1][C:2]1[CH:3]=[C:4]2[C:8](=[CH:9][CH:10]=1)[N:7]([CH3:11])[C:6]([CH:12]([NH:19][C:20]1[CH:25]=[CH:24][C:23]([C:26]([N:28]([CH3:36])[CH2:29][CH2:30][C:31]([O:33]CC)=[O:32])=[O:27])=[CH:22][CH:21]=1)[CH2:13][CH2:14][CH2:15][CH2:16][CH2:17][CH3:18])=[CH:5]2.O1CCCC1.[OH-].[Na+]. The catalyst is C(O)C. The yield is 0.950. The product is [Cl:1][C:2]1[CH:3]=[C:4]2[C:8](=[CH:9][CH:10]=1)[N:7]([CH3:11])[C:6]([CH:12]([NH:19][C:20]1[CH:21]=[CH:22][C:23]([C:26]([N:28]([CH3:36])[CH2:29][CH2:30][C:31]([OH:33])=[O:32])=[O:27])=[CH:24][CH:25]=1)[CH2:13][CH2:14][CH2:15][CH2:16][CH2:17][CH3:18])=[CH:5]2.